This data is from Reaction yield outcomes from USPTO patents with 853,638 reactions. The task is: Predict the reaction yield, written as a fraction of the theoretical maximum amount of product (1.0 means a 100% yield; for example, 0.34 means a 34% yield). The reactants are C(=O)(O)O.[NH:5]([C:7](=[NH:9])[NH2:8])[NH2:6].[Cl:10][C:11]1[CH:12]=[C:13]([CH:17]=[CH:18][CH:19]=1)[C:14](Cl)=[O:15].[OH-].[Na+]. The catalyst is N1C=CC=CC=1.O. The product is [Cl:10][C:11]1[CH:12]=[C:13]([CH:17]=[CH:18][CH:19]=1)[C:14]([NH:6][NH:5][C:7](=[NH:8])[NH2:9])=[O:15]. The yield is 0.430.